This data is from Catalyst prediction with 721,799 reactions and 888 catalyst types from USPTO. The task is: Predict which catalyst facilitates the given reaction. Reactant: [OH:1][CH2:2][C:3]1[CH:11]=[CH:10][C:6]([C:7]([OH:9])=[O:8])=[CH:5][CH:4]=1.C(=O)([O-])[O-].[K+].[K+].Br[CH2:19][CH2:20][CH2:21][CH:22]1[O:26][CH2:25][CH2:24][O:23]1. Product: [OH:1][CH2:2][C:3]1[CH:4]=[CH:5][C:6]([C:7]([O:9][CH2:19][CH2:20][CH2:21][CH:22]2[O:26][CH2:25][CH2:24][O:23]2)=[O:8])=[CH:10][CH:11]=1. The catalyst class is: 39.